This data is from Full USPTO retrosynthesis dataset with 1.9M reactions from patents (1976-2016). The task is: Predict the reactants needed to synthesize the given product. (1) Given the product [NH2:43][C:44]1[N:45]=[C:24]([C:25]([N:27]2[CH2:28][C:29]3[C:34](=[CH:33][CH:32]=[CH:31][CH:30]=3)[CH2:35]2)=[O:26])[C:10]2[C:9](=[CH:14][CH:13]=[C:12]([CH:15]([CH2:21][CH2:22][CH3:23])[C:16]([O:18][CH2:19][CH3:20])=[O:17])[CH:11]=2)[N:8]=1, predict the reactants needed to synthesize it. The reactants are: C(OC([NH:8][C:9]1[CH:14]=[CH:13][C:12]([CH:15]([CH2:21][CH2:22][CH3:23])[C:16]([O:18][CH2:19][CH3:20])=[O:17])=[CH:11][C:10]=1[C:24](=O)[C:25]([N:27]1[CH2:35][C:34]2[C:29](=[CH:30][CH:31]=[CH:32][CH:33]=2)[CH2:28]1)=[O:26])=O)(C)(C)C.[F-].[Cs+].C[Si]([N:43]=[C:44]=[N:45][Si](C)(C)C)(C)C.Cl.C(=O)(O)[O-]. (2) Given the product [N:27]1([C:2]2[N:7]=[N:6][C:5]([C:8]3[CH:17]=[CH:16][C:15]4[C:10](=[CH:11][CH:12]=[CH:13][CH:14]=4)[CH:9]=3)=[C:4]([C:18]3[CH:23]=[CH:22][N:21]=[CH:20][CH:19]=3)[CH:3]=2)[CH2:30][CH2:29][CH2:28]1, predict the reactants needed to synthesize it. The reactants are: Br[C:2]1[N:7]=[N:6][C:5]([C:8]2[CH:17]=[CH:16][C:15]3[C:10](=[CH:11][CH:12]=[CH:13][CH:14]=3)[CH:9]=2)=[C:4]([C:18]2[CH:23]=[CH:22][N:21]=[CH:20][CH:19]=2)[CH:3]=1.C(O)C.[NH:27]1[CH2:30][CH2:29][CH2:28]1. (3) Given the product [Cl:21][C:15]1[CH:14]=[C:13]2[C:18]([C:19](=[O:20])[C:10]([CH2:9][NH:8][C:6]([C:5]3[CH:33]=[CH:34][C:2]([N:35]4[CH2:40][CH2:39][CH2:38][CH2:37][CH2:36]4)=[N:3][CH:4]=3)=[O:7])=[C:11]([C:28]3[O:29][CH:30]=[CH:31][N:32]=3)[N:12]2[C:22]2[CH:23]=[CH:24][CH:25]=[CH:26][CH:27]=2)=[CH:17][CH:16]=1, predict the reactants needed to synthesize it. The reactants are: Cl[C:2]1[CH:34]=[CH:33][C:5]([C:6]([NH:8][CH2:9][C:10]2[C:19](=[O:20])[C:18]3[C:13](=[CH:14][C:15]([Cl:21])=[CH:16][CH:17]=3)[N:12]([C:22]3[CH:27]=[CH:26][CH:25]=[CH:24][CH:23]=3)[C:11]=2[C:28]2[O:29][CH:30]=[CH:31][N:32]=2)=[O:7])=[CH:4][N:3]=1.[NH:35]1[CH2:40][CH2:39][CH2:38][CH2:37][CH2:36]1. (4) Given the product [CH2:40]([NH:41][C:30]([CH:27]1[CH2:26][CH2:25][N:24]([C:12]2[C:11]([Cl:10])=[CH:16][C:15]([C:17]3[O:18][C:19]([CH2:22][CH3:23])=[CH:20][N:21]=3)=[CH:14][N:13]=2)[CH2:29][CH2:28]1)=[O:31])[C:39]1[CH:38]=[CH:48][CH:49]=[CH:44][CH:45]=1, predict the reactants needed to synthesize it. The reactants are: CCN(C(C)C)C(C)C.[Cl:10][C:11]1[C:12]([N:24]2[CH2:29][CH2:28][CH:27]([C:30](O)=[O:31])[CH2:26][CH2:25]2)=[N:13][CH:14]=[C:15]([C:17]2[O:18][C:19]([CH2:22][CH3:23])=[CH:20][N:21]=2)[CH:16]=1.CCN=C=N[CH2:38][CH2:39][CH2:40][N:41](C)C.[CH:44]1[CH:45]=CC2N(O)N=N[C:48]=2[CH:49]=1. (5) Given the product [O:1]1[C:5]2[CH:6]=[CH:7][C:8]([C:10]3([C:13]([NH:15][C:16]4[CH:21]=[CH:20][C:19]([CH:22]([C:23]5[CH:28]=[CH:27][CH:26]=[CH:25][C:24]=5[O:29][CH3:30])[O:31][CH2:33][CH2:34][CH3:35])=[CH:18][N:17]=4)=[O:14])[CH2:12][CH2:11]3)=[CH:9][C:4]=2[O:3][CH2:2]1, predict the reactants needed to synthesize it. The reactants are: [O:1]1[C:5]2[CH:6]=[CH:7][C:8]([C:10]3([C:13]([NH:15][C:16]4[CH:21]=[CH:20][C:19]([CH:22]([OH:31])[C:23]5[CH:28]=[CH:27][CH:26]=[CH:25][C:24]=5[O:29][CH3:30])=[CH:18][N:17]=4)=[O:14])[CH2:12][CH2:11]3)=[CH:9][C:4]=2[O:3][CH2:2]1.O[CH2:33][CH2:34][CH2:35]OC1C(C2C=CC=CN=2)(C(N)=O)C1(C1C=CC=CC=1OC)C. (6) Given the product [Cl:1][C:2]1[N:3]([CH2:24][C:21]([OH:22])([CH3:23])[CH2:20][O:19][S:16]([C:13]2[CH:14]=[CH:15][C:10]([CH3:25])=[CH:11][CH:12]=2)(=[O:18])=[O:17])[CH:4]=[C:5]([N+:7]([O-:9])=[O:8])[N:6]=1, predict the reactants needed to synthesize it. The reactants are: [Cl:1][C:2]1[NH:3][CH:4]=[C:5]([N+:7]([O-:9])=[O:8])[N:6]=1.[C:10]1([CH3:25])[CH:15]=[CH:14][C:13]([S:16]([O:19][CH2:20][C:21]2([CH3:24])[CH2:23][O:22]2)(=[O:18])=[O:17])=[CH:12][CH:11]=1.C(#N)C. (7) Given the product [NH2:1][C:4]1[C:9]2[B:10]([OH:13])[O:11][CH2:12][C:8]=2[CH:7]=[CH:6][CH:5]=1, predict the reactants needed to synthesize it. The reactants are: [N+:1]([C:4]1[C:9]2[B:10]([OH:13])[O:11][CH2:12][C:8]=2[CH:7]=[CH:6][CH:5]=1)([O-])=O. (8) Given the product [CH2:1]([O:8][C:9]([N:11]1[CH2:12][C:13]([O:17][CH2:23][CH3:24])=[N:14][CH2:15][CH2:16]1)=[O:10])[C:2]1[CH:3]=[CH:4][CH:5]=[CH:6][CH:7]=1, predict the reactants needed to synthesize it. The reactants are: [CH2:1]([O:8][C:9]([N:11]1[CH2:16][CH2:15][NH:14][C:13](=[O:17])[CH2:12]1)=[O:10])[C:2]1[CH:7]=[CH:6][CH:5]=[CH:4][CH:3]=1.F[B-](F)(F)F.[CH2:23]([O+](CC)CC)[CH3:24]. (9) The reactants are: C(O)(=O)C.[OH:5][N:6]1[C:11]([CH3:13])([CH3:12])[CH2:10][C:9](=[O:14])[CH2:8][C:7]1([CH3:16])[CH3:15].C(#N)C.OO.[CH2:22]1[CH2:27][CH2:26][CH2:25][CH2:24][CH2:23]1. Given the product [CH:22]1([O:5][N:6]2[C:11]([CH3:12])([CH3:13])[CH2:10][C:9](=[O:14])[CH2:8][C:7]2([CH3:16])[CH3:15])[CH2:27][CH2:26][CH2:25][CH2:24][CH2:23]1, predict the reactants needed to synthesize it.